This data is from Reaction yield outcomes from USPTO patents with 853,638 reactions. The task is: Predict the reaction yield, written as a fraction of the theoretical maximum amount of product (1.0 means a 100% yield; for example, 0.34 means a 34% yield). (1) The reactants are C([O:3][C:4]([C:6]1([NH:15][C:16]([C:18]2[C:27]3[CH2:26][CH2:25][CH2:24][C:23](=[O:28])[C:22]=3[CH:21]=[CH:20][CH:19]=2)=[O:17])[CH2:14][C:13]2[C:8](=[CH:9][CH:10]=[CH:11][CH:12]=2)[CH2:7]1)=[O:5])C.[OH-].[K+].O. The catalyst is CCO. The product is [O:28]=[C:23]1[CH2:24][CH2:25][CH2:26][C:27]2[C:18]([C:16]([NH:15][C:6]3([C:4]([OH:5])=[O:3])[CH2:14][C:13]4[C:8](=[CH:9][CH:10]=[CH:11][CH:12]=4)[CH2:7]3)=[O:17])=[CH:19][CH:20]=[CH:21][C:22]1=2. The yield is 0.650. (2) The reactants are [CH2:1]([CH:3]1[C:12]2[C:8](=[CH:9][N:10](CC3C=CC(OC)=CC=3)[N:11]=2)[C:7]2[N:22]=[C:23]([NH:25][C:26]3[N:31]=[C:30]([CH3:32])[CH:29]=[CH:28][N:27]=3)[S:24][C:6]=2[CH2:5][O:4]1)[CH3:2]. The catalyst is C(O)(C(F)(F)F)=O. The product is [CH2:1]([CH:3]1[C:12]2[C:8](=[CH:9][NH:10][N:11]=2)[C:7]2[N:22]=[C:23]([NH:25][C:26]3[N:31]=[C:30]([CH3:32])[CH:29]=[CH:28][N:27]=3)[S:24][C:6]=2[CH2:5][O:4]1)[CH3:2]. The yield is 0.340. (3) The reactants are C([O:5][C:6]([C:8]1[CH:9]=[C:10]([C:14]2[CH:19]=[CH:18][C:17]([CH2:20][CH:21]3[CH2:25][CH2:24][N:23]([CH:26]4[CH2:31][CH2:30][CH2:29][CH2:28][CH2:27]4)[C:22]3=[O:32])=[C:16]([Cl:33])[CH:15]=2)[CH:11]=[CH:12][CH:13]=1)=[O:7])(C)(C)C.FC(F)(F)C(O)=O. The catalyst is C(Cl)Cl. The product is [Cl:33][C:16]1[CH:15]=[C:14]([C:10]2[CH:11]=[CH:12][CH:13]=[C:8]([C:6]([OH:7])=[O:5])[CH:9]=2)[CH:19]=[CH:18][C:17]=1[CH2:20][CH:21]1[CH2:25][CH2:24][N:23]([CH:26]2[CH2:27][CH2:28][CH2:29][CH2:30][CH2:31]2)[C:22]1=[O:32]. The yield is 0.940.